From a dataset of Forward reaction prediction with 1.9M reactions from USPTO patents (1976-2016). Predict the product of the given reaction. (1) Given the reactants C([O:8][C:9]1[C:10]([O:36][CH:37]([CH3:39])[CH3:38])=[CH:11][C:12]([CH2:15][N:16]2[CH2:34][CH2:33][C@@:19]3([N:23]([C:24]4[CH:29]=[CH:28][CH:27]=[C:26]([F:30])[CH:25]=4)[S:22](=[O:32])(=[O:31])[CH:21]=[CH:20]3)[CH2:18][C@@H:17]2[CH3:35])=[N:13][CH:14]=1)C1C=CC=CC=1, predict the reaction product. The product is: [F:30][C:26]1[CH:25]=[C:24]([N:23]2[C@@:19]3([CH2:33][CH2:34][N:16]([CH2:15][C:12]4[N:13]=[CH:14][C:9]([OH:8])=[C:10]([O:36][CH:37]([CH3:38])[CH3:39])[CH:11]=4)[C@@H:17]([CH3:35])[CH2:18]3)[CH2:20][CH2:21][S:22]2(=[O:32])=[O:31])[CH:29]=[CH:28][CH:27]=1. (2) Given the reactants [CH:1]([NH:4][C:5]1[CH:10]=[CH:9][N:8]=[C:7]([C:11]2[C:19]3[C:14](=[CH:15][CH:16]=[C:17]([C:20]4[O:24][C:23]([NH:25]CC5C=CC(OC)=CC=5)=[N:22][N:21]=4)[CH:18]=3)[N:13]([S:35]([C:38]3[CH:44]=[CH:43][C:41]([CH3:42])=[CH:40][CH:39]=3)(=[O:37])=[O:36])[CH:12]=2)[N:6]=1)([CH3:3])[CH3:2], predict the reaction product. The product is: [CH:1]([NH:4][C:5]1[CH:10]=[CH:9][N:8]=[C:7]([C:11]2[C:19]3[C:14](=[CH:15][CH:16]=[C:17]([C:20]4[O:24][C:23]([NH2:25])=[N:22][N:21]=4)[CH:18]=3)[N:13]([S:35]([C:38]3[CH:39]=[CH:40][C:41]([CH3:42])=[CH:43][CH:44]=3)(=[O:36])=[O:37])[CH:12]=2)[N:6]=1)([CH3:3])[CH3:2]. (3) Given the reactants [K].C([C:5]([F:16])([F:15])[C:6]1[N:7]=[CH:8][C:9]([C:12]([OH:14])=[O:13])=[N:10][CH:11]=1)(O)=O.C(OC(C)C)(=O)C.S(=O)(=O)(O)O.[OH-].[Na+].Cl, predict the reaction product. The product is: [F:16][CH:5]([F:15])[C:6]1[N:7]=[CH:8][C:9]([C:12]([OH:14])=[O:13])=[N:10][CH:11]=1. (4) The product is: [CH3:1][O:2][C:3]([C:5]1[O:9][C:8]2[CH:10]=[CH:11][C:12]([O:14][CH3:15])=[CH:13][C:7]=2[C:6]=1[O:16][CH2:19][O:20][CH2:21][CH2:22][O:23][CH3:24])=[O:4]. Given the reactants [CH3:1][O:2][C:3]([C:5]1[O:9][C:8]2[CH:10]=[CH:11][C:12]([O:14][CH3:15])=[CH:13][C:7]=2[C:6]=1[OH:16])=[O:4].[H-].[Na+].[CH2:19](Cl)[O:20][CH2:21][CH2:22][O:23][CH3:24], predict the reaction product.